Predict the product of the given reaction. From a dataset of Forward reaction prediction with 1.9M reactions from USPTO patents (1976-2016). (1) Given the reactants C[C:2]1[N:7]=[C:6]([C:8]2[CH:9]=[N:10][CH:11]=[CH:12][CH:13]=2)[CH:5]=[CH:4][C:3]=1[CH2:14][N:15]1[C:20]2[N:21]=[CH:22][CH:23]=[CH:24][C:19]=2[C:18](=S)[C:17]([C:26](OCC)=[O:27])=[N:16]1.Cl.[O:32]1[CH2:37][CH2:36][CH2:35][CH:34]([NH:38][NH2:39])[CH2:33]1.[C:40](=O)([O-])[O-].[K+].[K+].C(=O)(O)[O-].[Na+], predict the reaction product. The product is: [CH3:40][C:11]1[N:10]=[CH:9][C:8]([C:6]2[CH:5]=[CH:4][C:3]([CH2:14][N:15]3[C:20]4[N:21]=[CH:22][CH:23]=[CH:24][C:19]=4[C:18]4=[N:39][N:38]([CH:34]5[CH2:35][CH2:36][CH2:37][O:32][CH2:33]5)[C:26](=[O:27])[C:17]4=[N:16]3)=[CH:2][N:7]=2)=[CH:13][CH:12]=1. (2) Given the reactants [Br:1][C:2]1[CH:3]=[C:4]([CH2:10][C@@H:11]([OH:16])[C:12]([O:14][CH3:15])=[O:13])[CH:5]=[C:6]([Br:9])[C:7]=1[OH:8].Cl[CH2:18][O:19][CH2:20][CH2:21][Si:22]([CH3:25])([CH3:24])[CH3:23], predict the reaction product. The product is: [Br:1][C:2]1[CH:3]=[C:4]([CH2:10][C@@H:11]([OH:16])[C:12]([O:14][CH3:15])=[O:13])[CH:5]=[C:6]([Br:9])[C:7]=1[O:8][CH2:18][O:19][CH2:20][CH2:21][Si:22]([CH3:25])([CH3:24])[CH3:23]. (3) The product is: [CH:34]1([CH2:33][N:11]2[C:10]([N:6]3[CH2:5][C@H:4]([CH3:8])[NH:3][C@H:2]([CH3:1])[CH2:7]3)=[N:18][C:17]3[C:12]2=[N:13][C:14]([C:25]2[C:26]([CH3:32])=[N:27][C:28]([NH2:31])=[N:29][CH:30]=2)=[N:15][C:16]=3[N:19]2[CH2:24][CH2:23][O:22][CH2:21][CH2:20]2)[CH2:35][CH2:36]1. Given the reactants [CH3:1][C@H:2]1[CH2:7][NH:6][CH2:5][C@@H:4]([CH3:8])[NH:3]1.Cl[C:10]1[N:11]([CH2:33][CH:34]2[CH2:36][CH2:35]2)[C:12]2[C:17]([N:18]=1)=[C:16]([N:19]1[CH2:24][CH2:23][O:22][CH2:21][CH2:20]1)[N:15]=[C:14]([C:25]1[C:26]([CH3:32])=[N:27][C:28]([NH2:31])=[N:29][CH:30]=1)[N:13]=2, predict the reaction product. (4) Given the reactants [Cl:1][C:2]1[CH:7]=[CH:6][C:5]([CH2:8][C:9](Cl)=[O:10])=[CH:4][CH:3]=1.[Al+3].[Cl-].[Cl-].[Cl-].[F:16][C:17]1[CH:18]=[C:19]([OH:23])[CH:20]=[CH:21][CH:22]=1.N, predict the reaction product. The product is: [Cl:1][C:2]1[CH:7]=[CH:6][C:5]([CH2:8][C:9]([C:20]2[CH:21]=[CH:22][C:17]([F:16])=[CH:18][C:19]=2[OH:23])=[O:10])=[CH:4][CH:3]=1. (5) Given the reactants Br[C:2]1[N:3]=[C:4]([O:29][CH3:30])[C:5]([N:9]([CH2:21][O:22][CH2:23][CH2:24][Si:25]([CH3:28])([CH3:27])[CH3:26])[S:10]([C:13]2[CH:18]=[CH:17][CH:16]=[C:15]([Cl:19])[C:14]=2[Cl:20])(=[O:12])=[O:11])=[N:6][C:7]=1[Cl:8].[SH:31][CH2:32][C@H:33]([NH:38][C:39](=[O:45])[O:40][C:41]([CH3:44])([CH3:43])[CH3:42])[C:34]([NH:36][CH3:37])=[O:35], predict the reaction product. The product is: [Cl:8][C:7]1[C:2]([S:31][CH2:32][C@H:33]([NH:38][C:39](=[O:45])[O:40][C:41]([CH3:43])([CH3:42])[CH3:44])[C:34]([NH:36][CH3:37])=[O:35])=[N:3][C:4]([O:29][CH3:30])=[C:5]([N:9]([S:10]([C:13]2[CH:18]=[CH:17][CH:16]=[C:15]([Cl:19])[C:14]=2[Cl:20])(=[O:12])=[O:11])[CH2:21][O:22][CH2:23][CH2:24][Si:25]([CH3:28])([CH3:27])[CH3:26])[N:6]=1. (6) Given the reactants [C:1]([N:8]1[CH2:14][CH2:13][CH2:12][NH:11][CH2:10][CH2:9]1)([O:3][C:4]([CH3:7])([CH3:6])[CH3:5])=[O:2].Br[C:16]1[C:21]([N+:22]([O-:24])=[O:23])=[CH:20][CH:19]=[CH:18][C:17]=1[O:25][CH3:26].C(=O)([O-])[O-].[Cs+].[Cs+], predict the reaction product. The product is: [C:4]([O:3][C:1]([N:8]1[CH2:14][CH2:13][CH2:12][N:11]([C:16]2[C:21]([N+:22]([O-:24])=[O:23])=[CH:20][CH:19]=[CH:18][C:17]=2[O:25][CH3:26])[CH2:10][CH2:9]1)=[O:2])([CH3:7])([CH3:6])[CH3:5].